This data is from Forward reaction prediction with 1.9M reactions from USPTO patents (1976-2016). The task is: Predict the product of the given reaction. (1) Given the reactants [OH-].[NH4+].[NH2:3][C:4]1[N:12]=[C:11]([C:13]2[CH:18]=[CH:17][CH:16]=[CH:15][C:14]=2[Cl:19])[C:10]([C:20]2[CH:25]=[CH:24][C:23]([Cl:26])=[CH:22][CH:21]=2)=[CH:9][C:5]=1[C:6]([NH2:8])=O.S(=O)(=O)(O)O.ClC1C2C=C(C3C=CC(Cl)=CC=3)C(C3C=CC=CC=3Cl)=NC=2N=C(C(OCC)=O)N=1.ClOCC(OCC)=O.O=P(Cl)(Cl)Cl, predict the reaction product. The product is: [NH2:3][C:4]1[N:12]=[C:11]([C:13]2[CH:18]=[CH:17][CH:16]=[CH:15][C:14]=2[Cl:19])[C:10]([C:20]2[CH:25]=[CH:24][C:23]([Cl:26])=[CH:22][CH:21]=2)=[CH:9][C:5]=1[C:6]#[N:8]. (2) Given the reactants Br[CH2:2][C:3]1[CH:12]=[CH:11][C:6]([C:7]([O:9][CH3:10])=[O:8])=[CH:5][CH:4]=1.[P:13](OCC)([O:18][CH2:19][CH3:20])([O:15][CH2:16][CH3:17])=[O:14], predict the reaction product. The product is: [CH3:10][O:9][C:7]([C:6]1[CH:11]=[CH:12][C:3]([CH2:2][P:13](=[O:14])([O:18][CH2:19][CH3:20])[O:15][CH2:16][CH3:17])=[CH:4][CH:5]=1)=[O:8]. (3) The product is: [N:9]([C@H:5]1[C@H:6]([OH:8])[CH2:7][C@@H:2]([NH:1][C:13](=[O:14])[O:15][C:16]([CH3:19])([CH3:18])[CH3:17])[C@H:3]([OH:12])[CH2:4]1)=[N+:10]=[N-:11]. Given the reactants [NH2:1][C@@H:2]1[CH2:7][C@@H:6]([OH:8])[C@H:5]([N:9]=[N+:10]=[N-:11])[CH2:4][C@H:3]1[OH:12].[C:13](O[C:13]([O:15][C:16]([CH3:19])([CH3:18])[CH3:17])=[O:14])([O:15][C:16]([CH3:19])([CH3:18])[CH3:17])=[O:14].C(N(CC)CC)C, predict the reaction product. (4) Given the reactants Br.[Cl:2][C:3]1[CH:8]=[CH:7][C:6]([OH:9])=[C:5]([CH:10]2[CH2:15][CH2:14][NH:13][CH2:12][CH2:11]2)[CH:4]=1.C(N(C(C)C)C(C)C)C.[C:25](O[C:25]([O:27][C:28]([CH3:31])([CH3:30])[CH3:29])=[O:26])([O:27][C:28]([CH3:31])([CH3:30])[CH3:29])=[O:26].O, predict the reaction product. The product is: [C:28]([O:27][C:25]([N:13]1[CH2:12][CH2:11][CH:10]([C:5]2[CH:4]=[C:3]([Cl:2])[CH:8]=[CH:7][C:6]=2[OH:9])[CH2:15][CH2:14]1)=[O:26])([CH3:31])([CH3:30])[CH3:29]. (5) Given the reactants [CH3:1][C:2]1([CH3:20])[C:10]2[C:5](=[CH:6][CH:7]=[C:8]([N+:11]([O-])=O)[CH:9]=2)[N:4]([CH2:14][C:15]([O:17][CH3:18])=[O:16])[C:3]1=[O:19].Cl, predict the reaction product. The product is: [NH2:11][C:8]1[CH:9]=[C:10]2[C:5](=[CH:6][CH:7]=1)[N:4]([CH2:14][C:15]([O:17][CH3:18])=[O:16])[C:3](=[O:19])[C:2]2([CH3:20])[CH3:1]. (6) Given the reactants [CH3:1][N:2]1[C:7](=[O:8])[C:6](C)=[CH:5][C:4]([C:10]2[CH:15]=[CH:14][C:13]([C@@H:16]([N:18]3[CH2:23][CH2:22][C@:21]([CH2:30][C:31]([OH:34])([CH3:33])[CH3:32])([C:24]4[CH:29]=[CH:28][CH:27]=[CH:26][CH:25]=4)[O:20][C:19]3=[O:35])[CH3:17])=[CH:12][CH:11]=2)=[N:3]1.Cl[C:37]1[CH:38]=CC(=O)N(C2CC2)N=1, predict the reaction product. The product is: [CH:1]1([N:2]2[C:7](=[O:8])[CH:6]=[CH:5][C:4]([C:10]3[CH:11]=[CH:12][C:13]([C@@H:16]([N:18]4[CH2:23][CH2:22][C@:21]([CH2:30][C:31]([OH:34])([CH3:32])[CH3:33])([C:24]5[CH:25]=[CH:26][CH:27]=[CH:28][CH:29]=5)[O:20][C:19]4=[O:35])[CH3:17])=[CH:14][CH:15]=3)=[N:3]2)[CH2:38][CH2:37]1. (7) Given the reactants [Cl:1][C:2]1[CH:19]=[C:18]([O:20][CH2:21][CH2:22][CH2:23][CH2:24][CH3:25])[CH:17]=[CH:16][C:3]=1[CH2:4][N:5]1[C:9]2[CH:10]=[C:11]([OH:14])[CH:12]=[CH:13][C:8]=2[N:7]=[C:6]1[CH3:15].Br[C:27]([CH3:34])([CH3:33])[C:28]([O:30][CH2:31][CH3:32])=[O:29], predict the reaction product. The product is: [Cl:1][C:2]1[CH:19]=[C:18]([O:20][CH2:21][CH2:22][CH2:23][CH2:24][CH3:25])[CH:17]=[CH:16][C:3]=1[CH2:4][N:5]1[C:9]2[CH:10]=[C:11]([O:14][C:27]([CH3:34])([CH3:33])[C:28]([O:30][CH2:31][CH3:32])=[O:29])[CH:12]=[CH:13][C:8]=2[N:7]=[C:6]1[CH3:15]. (8) Given the reactants [C:1]([C:3]1[CH:4]=[C:5]2[C:9](=[CH:10][CH:11]=1)[NH:8][CH:7]=[CH:6]2)#[N:2].[Cl:12][CH2:13][CH2:14][CH2:15][C:16](Cl)=[O:17], predict the reaction product. The product is: [Cl:12][CH2:13][CH2:14][CH2:15][C:16]([C:6]1[C:5]2[C:9](=[CH:10][CH:11]=[C:3]([C:1]#[N:2])[CH:4]=2)[NH:8][CH:7]=1)=[O:17]. (9) Given the reactants [OH:1][CH:2]1[CH2:6][CH2:5][CH:4]([CH2:7][CH:8]([C:17]2[CH:22]=[CH:21][C:20]([S:23]([CH3:26])(=[O:25])=[O:24])=[CH:19][CH:18]=2)[C:9]([NH:11][C:12]2[S:13][CH:14]=[CH:15][N:16]=2)=[O:10])[CH2:3]1.[Cr](Cl)([O-])(=O)=O.[NH+]1C=CC=CC=1, predict the reaction product. The product is: [CH3:26][S:23]([C:20]1[CH:21]=[CH:22][C:17]([CH:8]([CH2:7][CH:4]2[CH2:5][CH2:6][C:2](=[O:1])[CH2:3]2)[C:9]([NH:11][C:12]2[S:13][CH:14]=[CH:15][N:16]=2)=[O:10])=[CH:18][CH:19]=1)(=[O:24])=[O:25].